Dataset: Full USPTO retrosynthesis dataset with 1.9M reactions from patents (1976-2016). Task: Predict the reactants needed to synthesize the given product. (1) Given the product [Br:24][C:25]1[C:4]([C:3]2[CH:7]=[CH:8][CH:9]=[C:10]([Cl:11])[C:2]=2[Cl:1])=[N:5][O:6][C:26]=1[C@@H:27]1[C@:32]([C:34]2[CH:39]=[CH:38][C:37]([F:40])=[C:36]([F:41])[CH:35]=2)([OH:33])[CH2:31][CH2:30][N:29]([C:42]([O:44][C:45]([CH3:48])([CH3:47])[CH3:46])=[O:43])[CH2:28]1, predict the reactants needed to synthesize it. The reactants are: [Cl:1][C:2]1[C:10]([Cl:11])=[CH:9][CH:8]=[CH:7][C:3]=1[CH:4]=[N:5][OH:6].CC1C=CC(S(NCl)(=O)=O)=CC=1.[Br:24][C:25]#[C:26][C@@H:27]1[C@:32]([C:34]2[CH:39]=[CH:38][C:37]([F:40])=[C:36]([F:41])[CH:35]=2)([OH:33])[CH2:31][CH2:30][N:29]([C:42]([O:44][C:45]([CH3:48])([CH3:47])[CH3:46])=[O:43])[CH2:28]1. (2) Given the product [NH2:16][C:15]1[CH:17]=[CH:18][C:12]([Br:11])=[CH:13][C:14]=1[C:4]([C:3]1[CH:7]=[CH:8][CH:9]=[CH:10][C:2]=1[Cl:1])=[O:5], predict the reactants needed to synthesize it. The reactants are: [Cl:1][C:2]1[CH:10]=[CH:9][CH:8]=[CH:7][C:3]=1[C:4](Cl)=[O:5].[Br:11][C:12]1[CH:18]=[CH:17][C:15]([NH2:16])=[CH:14][CH:13]=1.Cl.OS(O)(=O)=O.